This data is from Full USPTO retrosynthesis dataset with 1.9M reactions from patents (1976-2016). The task is: Predict the reactants needed to synthesize the given product. Given the product [C:13]1([N:11]2[CH:10]=[CH:9][N:8]=[C:7]2[C:2]2[CH:3]=[CH:4][CH:5]=[CH:6][N:1]=2)[CH:18]=[CH:17][CH:16]=[CH:15][CH:14]=1, predict the reactants needed to synthesize it. The reactants are: [N:1]1[CH:6]=[CH:5][CH:4]=[CH:3][C:2]=1[C:7]1[NH:8][CH:9]=[CH:10][N:11]=1.I[C:13]1[CH:18]=[CH:17][CH:16]=[CH:15][CH:14]=1.C([O-])([O-])=O.[Cs+].[Cs+].